Predict the reaction yield, written as a fraction of the theoretical maximum amount of product (1.0 means a 100% yield; for example, 0.34 means a 34% yield). From a dataset of Reaction yield outcomes from USPTO patents with 853,638 reactions. (1) The reactants are [CH:1](=O)[C:2]1[CH:7]=[CH:6][CH:5]=[CH:4][CH:3]=1.Cl.[CH3:10][O:11][C:12](=[O:16])[C@@H:13]([CH3:15])[NH2:14].C(O[BH-](OC(=O)C)OC(=O)C)(=O)C.[Na+]. The catalyst is C(Cl)Cl. The product is [CH3:10][O:11][C:12](=[O:16])[C@@H:13]([CH3:15])[NH:14][CH2:1][C:2]1[CH:7]=[CH:6][CH:5]=[CH:4][CH:3]=1. The yield is 0.800. (2) The reactants are [NH2:1][CH2:2][C@H:3]([OH:7])[CH:4]([CH3:6])[CH3:5].C([O-])([O-])=O.[K+].[K+].[Br:14][C:15]1[CH:16]=[C:17]([CH:22]=[CH:23][C:24]=1[CH2:25]Br)[C:18]([O:20][CH3:21])=[O:19]. The catalyst is CC#N. The product is [Br:14][C:15]1[CH:16]=[C:17]([CH:22]=[CH:23][C:24]=1[CH2:25][NH:1][CH2:2][C@H:3]([OH:7])[CH:4]([CH3:6])[CH3:5])[C:18]([O:20][CH3:21])=[O:19]. The yield is 0.630. (3) The reactants are [CH3:1][NH:2][C:3]1[C:8]([C:9]2[CH:14]=[CH:13][CH:12]=[CH:11][C:10]=2[CH3:15])=[CH:7][N:6]=[N:5][CH:4]=1.[Cl:16][C:17]1[CH:18]=[C:19]([CH:23]=[C:24]([S:26]([CH3:29])(=[O:28])=[O:27])[CH:25]=1)[C:20]([OH:22])=O. No catalyst specified. The product is [Cl:16][C:17]1[CH:18]=[C:19]([CH:23]=[C:24]([S:26]([CH3:29])(=[O:28])=[O:27])[CH:25]=1)[C:20]([N:2]([CH3:1])[C:3]1[C:8]([C:9]2[CH:14]=[CH:13][CH:12]=[CH:11][C:10]=2[CH3:15])=[CH:7][N:6]=[N:5][CH:4]=1)=[O:22]. The yield is 0.440. (4) The reactants are [O:1]=[C:2]1[CH:6]=[C:5]([C@@H:7]2[CH2:12][CH2:11][N:10](C(OC)=O)[C@H:9]([CH2:17][C:18]3[CH:23]=[C:22]([F:24])[C:21]([F:25])=[C:20]([F:26])[CH:19]=3)[CH2:8]2)[O:4][NH:3]1.Br. No catalyst specified. The product is [F:26][C:20]1[CH:19]=[C:18]([CH:23]=[C:22]([F:24])[C:21]=1[F:25])[CH2:17][C@@H:9]1[CH2:8][C@H:7]([C:5]2[O:4][NH:3][C:2](=[O:1])[CH:6]=2)[CH2:12][CH2:11][NH:10]1. The yield is 0.708.